This data is from Catalyst prediction with 721,799 reactions and 888 catalyst types from USPTO. The task is: Predict which catalyst facilitates the given reaction. Reactant: [ClH:1].[CH2:2]([C:4]1([CH2:31][CH3:32])[CH2:9][CH2:8][C:7]([C:10]2[CH:15]=[CH:14][C:13]([O:16][CH3:17])=[CH:12][C:11]=2[N:18]2[CH2:23][CH2:22][N:21]([CH2:24][CH:25]3[CH2:30][CH2:29][O:28][CH2:27][CH2:26]3)[CH2:20][CH2:19]2)=[CH:6][CH2:5]1)[CH3:3]. Product: [ClH:1].[CH2:31]([C:4]1([CH2:2][CH3:3])[CH2:9][CH2:8][CH:7]([C:10]2[CH:15]=[CH:14][C:13]([O:16][CH3:17])=[CH:12][C:11]=2[N:18]2[CH2:23][CH2:22][N:21]([CH2:24][CH:25]3[CH2:26][CH2:27][O:28][CH2:29][CH2:30]3)[CH2:20][CH2:19]2)[CH2:6][CH2:5]1)[CH3:32]. The catalyst class is: 43.